This data is from NCI-60 drug combinations with 297,098 pairs across 59 cell lines. The task is: Regression. Given two drug SMILES strings and cell line genomic features, predict the synergy score measuring deviation from expected non-interaction effect. (1) Drug 1: CN1C(=O)N2C=NC(=C2N=N1)C(=O)N. Drug 2: C1CC(=O)NC(=O)C1N2C(=O)C3=CC=CC=C3C2=O. Cell line: NCI-H522. Synergy scores: CSS=1.06, Synergy_ZIP=0.243, Synergy_Bliss=1.28, Synergy_Loewe=-0.775, Synergy_HSA=-0.755. (2) Drug 1: CN1C(=O)N2C=NC(=C2N=N1)C(=O)N. Drug 2: C1=NNC2=C1C(=O)NC=N2. Cell line: SF-268. Synergy scores: CSS=-3.18, Synergy_ZIP=-0.681, Synergy_Bliss=-4.29, Synergy_Loewe=-4.50, Synergy_HSA=-6.00.